From a dataset of Full USPTO retrosynthesis dataset with 1.9M reactions from patents (1976-2016). Predict the reactants needed to synthesize the given product. (1) Given the product [F:1][C:2]1[CH:3]=[C:4]([C:9]2[O:10][C:11]([CH2:16][CH:17]([CH3:19])[CH3:18])=[C:12]([C:14]3[N:34]=[N:33][NH:32][C:29]=3[C:30]#[N:31])[N:13]=2)[CH:5]=[CH:6][C:7]=1[F:8], predict the reactants needed to synthesize it. The reactants are: [F:1][C:2]1[CH:3]=[C:4]([C:9]2[O:10][C:11]([CH2:16][CH:17]([CH3:19])[CH3:18])=[C:12]([CH:14]=O)[N:13]=2)[CH:5]=[CH:6][C:7]=1[F:8].C1(S([CH2:29][C:30]#[N:31])(=O)=O)C=CC=CC=1.[N-:32]=[N+:33]=[N-:34].[Na+].[NH4+].[Cl-]. (2) Given the product [OH:1][C:2]1[CH:10]=[C:9]([OH:11])[CH:8]=[CH:7][C:3]=1[C:4]([O:6][CH2:9][CH2:10][CH2:2][CH2:3][CH2:7][CH3:8])=[O:5], predict the reactants needed to synthesize it. The reactants are: [OH:1][C:2]1[CH:10]=[C:9]([OH:11])[CH:8]=[CH:7][C:3]=1[C:4]([OH:6])=[O:5].S(=O)(=O)(O)O. (3) The reactants are: C[O:2][C:3](=[O:19])[C:4]1[CH:9]=[CH:8][C:7]([C:10]2[CH:15]=[CH:14][N:13]=[CH:12][C:11]=2[C:16]#[N:17])=[C:6]([F:18])[CH:5]=1.[OH-].[Na+].CO. Given the product [C:16]([C:11]1[CH:12]=[N:13][CH:14]=[CH:15][C:10]=1[C:7]1[CH:8]=[CH:9][C:4]([C:3]([OH:19])=[O:2])=[CH:5][C:6]=1[F:18])#[N:17], predict the reactants needed to synthesize it. (4) Given the product [CH2:19]([N:21]1[CH2:26][CH2:25][N:24]([C:2]2[CH:9]=[CH:8][C:5]([C:6]#[N:7])=[CH:4][N:3]=2)[CH2:23][CH2:22]1)[CH3:20], predict the reactants needed to synthesize it. The reactants are: Cl[C:2]1[CH:9]=[CH:8][C:5]([C:6]#[N:7])=[CH:4][N:3]=1.C(N(CC)C(C)C)(C)C.[CH2:19]([N:21]1[CH2:26][CH2:25][NH:24][CH2:23][CH2:22]1)[CH3:20].C([O-])([O-])=O.[Na+].[Na+]. (5) Given the product [CH3:69][N:42]([CH3:41])[C:43]1[N:48]=[CH:47][C:46]([C:49]2[N:50]=[C:51]([CH2:66][CH3:67])[C:52]([NH:57][C@H:58]3[C@@H:62]([O:63][CH2:64][CH3:65])[CH2:61][N:60]([C:36]4[S:37][CH:38]=[CH:39][N:40]=4)[CH2:59]3)=[N:53][C:54]=2[CH2:55][CH3:56])=[C:45]([CH3:68])[CH:44]=1, predict the reactants needed to synthesize it. The reactants are: C(O[C@H]1CN(C2N=CC=CN=2)C[C@H]1NC1C(CC)=NC(C2C(C)=NC(OC)=CC=2)=C(CC)N=1)C.Br[C:36]1[S:37][CH:38]=[CH:39][N:40]=1.[CH3:41][N:42]([CH3:69])[C:43]1[N:48]=[CH:47][C:46]([C:49]2[N:50]=[C:51]([CH2:66][CH3:67])[C:52]([NH:57][C@H:58]3[C@@H:62]([O:63][CH2:64][CH3:65])[CH2:61][NH:60][CH2:59]3)=[N:53][C:54]=2[CH2:55][CH3:56])=[C:45]([CH3:68])[CH:44]=1. (6) Given the product [C:1]1([S:7]([NH:10][CH2:11][C:12]2[N:13]=[C:14]([N:17]3[CH2:20][CH:19]([O:21][S:23]([CH3:22])(=[O:25])=[O:24])[CH2:18]3)[S:15][CH:16]=2)(=[O:9])=[O:8])[CH:2]=[CH:3][CH:4]=[CH:5][CH:6]=1, predict the reactants needed to synthesize it. The reactants are: [C:1]1([S:7]([NH:10][CH2:11][C:12]2[N:13]=[C:14]([N:17]3[CH2:20][CH:19]([OH:21])[CH2:18]3)[S:15][CH:16]=2)(=[O:9])=[O:8])[CH:6]=[CH:5][CH:4]=[CH:3][CH:2]=1.[CH3:22][S:23](Cl)(=[O:25])=[O:24].C(N(CC)CC)C. (7) Given the product [NH2:18][C:15]1([C:11]2[CH:10]=[C:9]([C:41]3[CH:42]=[CH:43][C:38]([C@@H:34]([OH:33])[C@H:35]([NH:31][C:29](=[O:30])[CH:28]([Cl:27])[Cl:47])[CH2:36][F:37])=[CH:39][CH:40]=3)[CH:14]=[CH:13][CH:12]=2)[CH2:16][CH2:17]1, predict the reactants needed to synthesize it. The reactants are: CC1(C)C(C)(C)OB([C:9]2[CH:10]=[C:11]([C:15]3([NH:18]C(=O)OC(C)(C)C)[CH2:17][CH2:16]3)[CH:12]=[CH:13][CH:14]=2)O1.[Cl:27][CH:28]([Cl:47])[C:29]([N:31]1[C@H:35]([CH2:36][F:37])[C@@H:34]([C:38]2[CH:43]=[CH:42][C:41](I)=[CH:40][CH:39]=2)[O:33]C1(C)C)=[O:30].C([O-])([O-])=O.[Cs+].[Cs+]. (8) Given the product [OH:2][C:3]1[CH:11]=[C:10]2[C:6]([CH2:7][N:8]([CH2:28][C:29]3[C:34]([CH3:35])=[CH:33][C:32]([CH3:36])=[CH:31][C:30]=3[CH3:37])[C:9]2([CH3:27])[C:12]([NH:14][S:15]([C:18]2[CH:23]=[CH:22][CH:21]=[C:20]([N+:24]([O-:26])=[O:25])[N:19]=2)(=[O:17])=[O:16])=[O:13])=[CH:5][CH:4]=1, predict the reactants needed to synthesize it. The reactants are: C[O:2][C:3]1[CH:11]=[C:10]2[C:6]([CH2:7][N:8]([CH2:28][C:29]3[C:34]([CH3:35])=[CH:33][C:32]([CH3:36])=[CH:31][C:30]=3[CH3:37])[C:9]2([CH3:27])[C:12]([NH:14][S:15]([C:18]2[CH:23]=[CH:22][CH:21]=[C:20]([N+:24]([O-:26])=[O:25])[N:19]=2)(=[O:17])=[O:16])=[O:13])=[CH:5][CH:4]=1.BrB(Br)Br. (9) Given the product [CH3:11][O:10][C:9]1[C:2]([O:1][CH2:21][O:22][CH3:23])=[C:3]([CH:6]=[CH:7][CH:8]=1)[CH:4]=[O:5], predict the reactants needed to synthesize it. The reactants are: [OH:1][C:2]1[C:9]([O:10][CH3:11])=[CH:8][CH:7]=[CH:6][C:3]=1[CH:4]=[O:5].C(N(CC)C(C)C)(C)C.[CH3:21][O:22][CH2:23]Cl.